This data is from Full USPTO retrosynthesis dataset with 1.9M reactions from patents (1976-2016). The task is: Predict the reactants needed to synthesize the given product. (1) Given the product [Cl:19][C:20]1[CH:29]=[CH:28][CH:27]=[CH:22][C:21]=1[C:6]1[C:5]2[O:18][CH:2]([CH2:3][OH:31])[CH2:1][C:4]=2[CH:9]=[CH:8][C:7]=1[F:10], predict the reactants needed to synthesize it. The reactants are: [CH2:1]([C:4]1[CH:9]=[CH:8][C:7]([F:10])=[C:6](C2C=CC=CC=2C)[C:5]=1[OH:18])[CH:2]=[CH2:3].[Cl:19][C:20]1[CH:21]=[C:22]([CH:27]=[CH:28][CH:29]=1)C(OO)=O.C(=O)([O-])[O-:31].[K+].[K+]. (2) Given the product [Br:12][C:13]1[CH:14]=[CH:15][C:16]([C:17]([C:19]2[CH:20]=[CH:21][CH:22]=[CH:23][CH:24]=2)=[C:4]2[CH2:3][C:2]([CH3:11])([CH3:1])[CH2:7][C:6]([CH3:9])([CH3:8])[CH2:5]2)=[CH:25][CH:26]=1, predict the reactants needed to synthesize it. The reactants are: [CH3:1][C:2]1([CH3:11])[CH2:7][C:6]([CH3:9])([CH3:8])[CH2:5][C:4](=O)[CH2:3]1.[Br:12][C:13]1[CH:26]=[CH:25][C:16]([C:17]([C:19]2[CH:24]=[CH:23][CH:22]=[CH:21][CH:20]=2)=O)=[CH:15][CH:14]=1.C1COCC1.Cl. (3) Given the product [Cl:1][C:2]1[CH:7]=[C:6]([Cl:8])[CH:5]=[CH:4][C:3]=1[O:9][C:13]1[N:22]=[C:21]([O:23][CH2:24][CH3:25])[CH:20]=[CH:19][C:14]=1[C:15]([O:17][CH3:18])=[O:16], predict the reactants needed to synthesize it. The reactants are: [Cl:1][C:2]1[CH:7]=[C:6]([Cl:8])[CH:5]=[CH:4][C:3]=1[OH:9].[H-].[Na+].Cl[C:13]1[N:22]=[C:21]([O:23][CH2:24][CH3:25])[CH:20]=[CH:19][C:14]=1[C:15]([O:17][CH3:18])=[O:16].O. (4) Given the product [C:25]([O:29][C:30]([N:32]1[CH2:33][CH:34]=[C:35]([C:11]2[CH:12]=[CH:13][CH:14]=[CH:15][C:10]=2[CH:4]2[CH2:3][C:2]([CH3:1])([CH3:24])[CH2:7][C:6]([CH3:8])([CH3:9])[CH2:5]2)[CH2:36][CH2:37]1)=[O:31])([CH3:28])([CH3:26])[CH3:27], predict the reactants needed to synthesize it. The reactants are: [CH3:1][C:2]1([CH3:24])[CH2:7][C:6]([CH3:9])([CH3:8])[CH2:5][CH:4]([C:10]2[CH:15]=[CH:14][CH:13]=[CH:12][C:11]=2OS(C(F)(F)F)(=O)=O)[CH2:3]1.[C:25]([O:29][C:30]([N:32]1[CH2:37][CH:36]=[C:35](B2OC(C)(C)C(C)(C)O2)[CH2:34][CH2:33]1)=[O:31])([CH3:28])([CH3:27])[CH3:26].COCCOC.C(=O)([O-])[O-].[Na+].[Na+]. (5) The reactants are: ClC1C=CC=C(C(OO)=[O:9])C=1.ClCCl.[CH3:15][C:16]1[CH:17]=[C:18]2[C:23](=[CH:24][CH:25]=1)[N:22]=[CH:21][CH:20]=[CH:19]2. Given the product [CH3:15][C:16]1[CH:17]=[C:18]2[C:23](=[CH:24][CH:25]=1)[N+:22]([O-:9])=[CH:21][CH:20]=[CH:19]2, predict the reactants needed to synthesize it.